This data is from NCI-60 drug combinations with 297,098 pairs across 59 cell lines. The task is: Regression. Given two drug SMILES strings and cell line genomic features, predict the synergy score measuring deviation from expected non-interaction effect. (1) Synergy scores: CSS=5.07, Synergy_ZIP=-4.20, Synergy_Bliss=3.66, Synergy_Loewe=1.84, Synergy_HSA=2.98. Cell line: RXF 393. Drug 1: CC1C(C(CC(O1)OC2CC(CC3=C2C(=C4C(=C3O)C(=O)C5=C(C4=O)C(=CC=C5)OC)O)(C(=O)C)O)N)O.Cl. Drug 2: C#CCC(CC1=CN=C2C(=N1)C(=NC(=N2)N)N)C3=CC=C(C=C3)C(=O)NC(CCC(=O)O)C(=O)O. (2) Drug 1: C1=NNC2=C1C(=O)NC=N2. Drug 2: CC1CCCC2(C(O2)CC(NC(=O)CC(C(C(=O)C(C1O)C)(C)C)O)C(=CC3=CSC(=N3)C)C)C. Cell line: HT29. Synergy scores: CSS=42.5, Synergy_ZIP=2.06, Synergy_Bliss=-0.129, Synergy_Loewe=-27.3, Synergy_HSA=1.02. (3) Drug 1: C1C(C(OC1N2C=C(C(=O)NC2=O)F)CO)O. Drug 2: C(CCl)NC(=O)N(CCCl)N=O. Cell line: DU-145. Synergy scores: CSS=18.1, Synergy_ZIP=-3.21, Synergy_Bliss=-2.06, Synergy_Loewe=-29.1, Synergy_HSA=0.515. (4) Cell line: MDA-MB-231. Drug 2: C1=CN(C(=O)N=C1N)C2C(C(C(O2)CO)O)O.Cl. Synergy scores: CSS=23.7, Synergy_ZIP=-4.08, Synergy_Bliss=2.13, Synergy_Loewe=-20.7, Synergy_HSA=0.390. Drug 1: CCCS(=O)(=O)NC1=C(C(=C(C=C1)F)C(=O)C2=CNC3=C2C=C(C=N3)C4=CC=C(C=C4)Cl)F. (5) Drug 1: C1=NC2=C(N=C(N=C2N1C3C(C(C(O3)CO)O)O)F)N. Drug 2: CCCCCOC(=O)NC1=NC(=O)N(C=C1F)C2C(C(C(O2)C)O)O. Cell line: OVCAR-8. Synergy scores: CSS=0.974, Synergy_ZIP=5.71, Synergy_Bliss=1.80, Synergy_Loewe=-0.185, Synergy_HSA=-0.0514. (6) Drug 1: C1CN(P(=O)(OC1)NCCCl)CCCl. Drug 2: CC(C)CN1C=NC2=C1C3=CC=CC=C3N=C2N. Cell line: PC-3. Synergy scores: CSS=-0.000500, Synergy_ZIP=-3.20, Synergy_Bliss=-6.55, Synergy_Loewe=-73.4, Synergy_HSA=-8.06. (7) Drug 1: C1CC(C1)(C(=O)O)C(=O)O.[NH2-].[NH2-].[Pt+2]. Drug 2: COC1=NC(=NC2=C1N=CN2C3C(C(C(O3)CO)O)O)N. Cell line: IGROV1. Synergy scores: CSS=0.0765, Synergy_ZIP=0.389, Synergy_Bliss=2.37, Synergy_Loewe=-2.17, Synergy_HSA=-0.383. (8) Synergy scores: CSS=-2.17, Synergy_ZIP=0.890, Synergy_Bliss=0.615, Synergy_Loewe=-1.60, Synergy_HSA=-1.44. Drug 2: CN1C(=O)N2C=NC(=C2N=N1)C(=O)N. Cell line: NCI-H460. Drug 1: CC1=CC=C(C=C1)C2=CC(=NN2C3=CC=C(C=C3)S(=O)(=O)N)C(F)(F)F. (9) Drug 1: CC=C1C(=O)NC(C(=O)OC2CC(=O)NC(C(=O)NC(CSSCCC=C2)C(=O)N1)C(C)C)C(C)C. Drug 2: CCC1=C2CN3C(=CC4=C(C3=O)COC(=O)C4(CC)O)C2=NC5=C1C=C(C=C5)O. Cell line: HCC-2998. Synergy scores: CSS=63.0, Synergy_ZIP=-1.39, Synergy_Bliss=-1.56, Synergy_Loewe=-0.925, Synergy_HSA=2.25.